From a dataset of Forward reaction prediction with 1.9M reactions from USPTO patents (1976-2016). Predict the product of the given reaction. (1) Given the reactants [NH2:1][CH2:2][CH:3]([C:5]1[CH:6]=[CH:7][C:8]([OH:16])=[C:9]([NH:11][S:12]([CH3:15])(=[O:14])=[O:13])[CH:10]=1)[OH:4].[CH3:17][O:18][C:19]1[CH:20]=[C:21]([NH:27][S:28]([C:31]2[CH:36]=[CH:35][C:34]([N:37]3[CH2:42][CH2:41][C:40](=O)[CH2:39][CH2:38]3)=[CH:33][CH:32]=2)(=[O:30])=[O:29])[CH:22]=[CH:23][C:24]=1[O:25][CH3:26], predict the reaction product. The product is: [CH3:17][O:18][C:19]1[CH:20]=[C:21]([NH:27][S:28]([C:31]2[CH:36]=[CH:35][C:34]([N:37]3[CH2:42][CH2:41][CH:40]([NH:1][CH2:2][CH:3]([OH:4])[C:5]4[CH:6]=[CH:7][C:8]([OH:16])=[C:9]([NH:11][S:12]([CH3:15])(=[O:14])=[O:13])[CH:10]=4)[CH2:39][CH2:38]3)=[CH:33][CH:32]=2)(=[O:30])=[O:29])[CH:22]=[CH:23][C:24]=1[O:25][CH3:26]. (2) Given the reactants [CH3:1][C:2]1([CH3:39])[O:6][C@@H:5]2[C@@H:7]([C:35](=[O:38])[CH2:36][CH3:37])[O:8][C@@H:9]([N:10]3[C:14]4[N:15]=[C:16]([N:20]([C:28]([O:30][C:31]([CH3:34])([CH3:33])[CH3:32])=[O:29])[C:21]([O:23][C:24]([CH3:27])([CH3:26])[CH3:25])=[O:22])[N:17]=[C:18]([CH3:19])[C:13]=4[CH:12]=[CH:11]3)[C@@H:4]2[O:3]1.C([O-])=O.[Na+], predict the reaction product. The product is: [OH:38][C@@H:35]([C@@H:7]1[C@H:5]2[O:6][C:2]([CH3:1])([CH3:39])[O:3][C@H:4]2[C@H:9]([N:10]2[C:14]3[N:15]=[C:16]([N:20]([C:28]([O:30][C:31]([CH3:32])([CH3:34])[CH3:33])=[O:29])[C:21]([O:23][C:24]([CH3:26])([CH3:25])[CH3:27])=[O:22])[N:17]=[C:18]([CH3:19])[C:13]=3[CH:12]=[CH:11]2)[O:8]1)[CH2:36][CH3:37].